Task: Predict the reaction yield, written as a fraction of the theoretical maximum amount of product (1.0 means a 100% yield; for example, 0.34 means a 34% yield).. Dataset: Reaction yield outcomes from USPTO patents with 853,638 reactions (1) The reactants are [C:1]([O:5][C:6]1[CH:11]=[CH:10][C:9]([OH:12])=[CH:8][CH:7]=1)([CH3:4])([CH3:3])[CH3:2].C1C=CC(P(C2C=CC=CC=2)C2C=CC=CC=2)=CC=1.[O:32]1[CH2:37][CH2:36][CH:35](O)[CH2:34][CH2:33]1.CC(OC(/N=N/C(OC(C)C)=O)=O)C. The catalyst is C1(C)C=CC=CC=1. The product is [C:1]([O:5][C:6]1[CH:7]=[CH:8][C:9]([O:12][CH:35]2[CH2:36][CH2:37][O:32][CH2:33][CH2:34]2)=[CH:10][CH:11]=1)([CH3:4])([CH3:2])[CH3:3]. The yield is 0.850. (2) The reactants are [O:1]([C:8]1[CH:13]=[CH:12][C:11]([C:14]2[C:25]([C:26]([NH2:28])=[O:27])=[C:17]3[NH:18][C:19]4[CH2:24][CH2:23][NH:22][CH2:21][C:20]=4[N:16]3[N:15]=2)=[CH:10][CH:9]=1)[C:2]1[CH:7]=[CH:6][CH:5]=[CH:4][CH:3]=1.C([O-])([O-])=O.[K+].[K+].Br[CH2:36][CH:37]=[CH:38][C:39]#[N:40]. The catalyst is CC(C)=O. The product is [C:39](/[CH:38]=[CH:37]/[CH2:36][N:22]1[CH2:23][CH2:24][C:19]2[NH:18][C:17]3[N:16]([N:15]=[C:14]([C:11]4[CH:10]=[CH:9][C:8]([O:1][C:2]5[CH:7]=[CH:6][CH:5]=[CH:4][CH:3]=5)=[CH:13][CH:12]=4)[C:25]=3[C:26]([NH2:28])=[O:27])[C:20]=2[CH2:21]1)#[N:40]. The yield is 0.0600. (3) The reactants are IC1SC(I)=CC=1.C[Si](C#C)(C)C.C[Si]([C:18]#[C:19][C:20]1[S:21][C:22]([C:25]#[C:26][Si](C)(C)C)=[CH:23][CH:24]=1)(C)C.[OH-].[K+]. The catalyst is CO.Cl[Pd](Cl)([P](C1C=CC=CC=1)(C1C=CC=CC=1)C1C=CC=CC=1)[P](C1C=CC=CC=1)(C1C=CC=CC=1)C1C=CC=CC=1.O.C(N(CC)CC)C. The product is [C:19]([C:20]1[S:21][C:22]([C:25]#[CH:26])=[CH:23][CH:24]=1)#[CH:18]. The yield is 0.720. (4) The reactants are [CH3:1][C:2]1([CH3:14])[C:6]([CH3:8])([CH3:7])[O:5][B:4]([C:9]2[CH:10]=[N:11][NH:12][CH:13]=2)[O:3]1.Cl[CH2:16][CH2:17][N:18]([CH2:21][CH3:22])[CH2:19][CH3:20].C([O-])([O-])=O.[K+].[K+]. The catalyst is CN(C=O)C. The product is [CH2:17]([N:18]([CH2:21][CH3:22])[CH2:19][CH2:20][N:12]1[CH:13]=[C:9]([B:4]2[O:5][C:6]([CH3:7])([CH3:8])[C:2]([CH3:14])([CH3:1])[O:3]2)[CH:10]=[N:11]1)[CH3:16]. The yield is 0.120. (5) The yield is 0.410. The product is [CH3:1][O:2][C:3](=[O:16])[C:4]1[CH:9]=[C:8]([C:21]2[CH:22]=[N:17][CH:18]=[N:19][CH:20]=2)[C:7]([C:11]([F:14])([F:13])[F:12])=[CH:6][C:5]=1[NH2:15]. The reactants are [CH3:1][O:2][C:3](=[O:16])[C:4]1[CH:9]=[C:8](I)[C:7]([C:11]([F:14])([F:13])[F:12])=[CH:6][C:5]=1[NH2:15].[N:17]1[CH:22]=[C:21](B(O)O)[CH:20]=[N:19][CH:18]=1.C(Cl)Cl.C([O-])([O-])=O.[Cs+].[Cs+]. The catalyst is COCCOC.C1C=CC(P(C2C=CC=CC=2)[C-]2C=CC=C2)=CC=1.C1C=CC(P(C2C=CC=CC=2)[C-]2C=CC=C2)=CC=1.Cl[Pd]Cl.[Fe+2]. (6) The product is [Br:1][C:2]1[C:3](/[CH:13]=[CH:19]/[N:20]([CH3:22])[CH3:21])=[C:4]([N+:10]([O-:12])=[O:11])[C:5]([O:8][CH3:9])=[N:6][CH:7]=1. The catalyst is CN(C)C=O. The reactants are [Br:1][C:2]1[C:3]([CH3:13])=[C:4]([N+:10]([O-:12])=[O:11])[C:5]([O:8][CH3:9])=[N:6][CH:7]=1.C[O-].[Li+].CO[CH:19](OC)[N:20]([CH3:22])[CH3:21].O. The yield is 0.760. (7) The reactants are [Cl:1][C:2]1[CH:3]=[CH:4][C:5]([N+:9]([O-:11])=[O:10])=[C:6]([OH:8])[CH:7]=1.[C:12]([O-])([O-])=O.[K+].[K+].IC. The catalyst is CN(C=O)C. The product is [Cl:1][C:2]1[CH:3]=[CH:4][C:5]([N+:9]([O-:11])=[O:10])=[C:6]([O:8][CH3:12])[CH:7]=1. The yield is 0.700.